From a dataset of Peptide-MHC class II binding affinity with 134,281 pairs from IEDB. Regression. Given a peptide amino acid sequence and an MHC pseudo amino acid sequence, predict their binding affinity value. This is MHC class II binding data. (1) The peptide sequence is IQGNVTSIHSLLDEG. The MHC is DRB1_0405 with pseudo-sequence DRB1_0405. The binding affinity (normalized) is 1.00. (2) The peptide sequence is VRILRRVHHRKYLTD. The MHC is HLA-DQA10102-DQB10602 with pseudo-sequence HLA-DQA10102-DQB10602. The binding affinity (normalized) is 0.317. (3) The peptide sequence is AAGVPPADKYRTFVA. The MHC is DRB1_0301 with pseudo-sequence DRB1_0301. The binding affinity (normalized) is 0.166.